This data is from Full USPTO retrosynthesis dataset with 1.9M reactions from patents (1976-2016). The task is: Predict the reactants needed to synthesize the given product. (1) Given the product [F:32][C:31]([F:34])([F:33])[C:29]([OH:35])=[O:30].[CH2:1]([N:4]1[C:12]2[C:11](=[O:13])[N:10]([CH2:14][C:15]3([OH:28])[CH2:20][CH2:19][NH:18][CH2:17][CH2:16]3)[CH:9]=[N:8][C:7]=2[CH:6]=[CH:5]1)[CH:2]=[CH2:3], predict the reactants needed to synthesize it. The reactants are: [CH2:1]([N:4]1[C:12]2[C:11](=[O:13])[N:10]([CH2:14][C:15]3([OH:28])[CH2:20][CH2:19][N:18](C(OC(C)(C)C)=O)[CH2:17][CH2:16]3)[CH:9]=[N:8][C:7]=2[CH:6]=[CH:5]1)[CH:2]=[CH2:3].[C:29]([OH:35])([C:31]([F:34])([F:33])[F:32])=[O:30]. (2) Given the product [Cl:8][C:5]1[N:4]=[C:3]([NH:10][CH2:11][CH2:12][CH2:13][N:14]2[CH2:18][CH2:17][CH2:16][C:15]2=[O:19])[C:2]([Br:1])=[CH:7][N:6]=1, predict the reactants needed to synthesize it. The reactants are: [Br:1][C:2]1[C:3](Cl)=[N:4][C:5]([Cl:8])=[N:6][CH:7]=1.[NH2:10][CH2:11][CH2:12][CH2:13][N:14]1[CH2:18][CH2:17][CH2:16][C:15]1=[O:19].C(=O)([O-])[O-].[K+].[K+]. (3) Given the product [CH3:20][C:11]1[CH:12]=[C:13]([N+:17]([O-:19])=[O:18])[C:14]([NH2:16])=[N:15][C:10]=1[O:4][CH2:3][C:2]([F:6])([F:5])[F:1], predict the reactants needed to synthesize it. The reactants are: [F:1][C:2]([F:6])([F:5])[CH2:3][OH:4].[H-].[Na+].Cl[C:10]1[N:15]=[C:14]([NH2:16])[C:13]([N+:17]([O-:19])=[O:18])=[CH:12][C:11]=1[CH3:20].O.